Dataset: Full USPTO retrosynthesis dataset with 1.9M reactions from patents (1976-2016). Task: Predict the reactants needed to synthesize the given product. (1) Given the product [CH3:3][N:2]([N:4]=[N:5][C:6]1[CH:10]=[C:9]([C:11]2[CH:16]=[CH:15][CH:14]=[CH:13][CH:12]=2)[Se:8][C:7]=1[C:17]([OH:19])=[O:18])[CH3:1], predict the reactants needed to synthesize it. The reactants are: [CH3:1][N:2]([N:4]=[N:5][C:6]1[CH:10]=[C:9]([C:11]2[CH:16]=[CH:15][CH:14]=[CH:13][CH:12]=2)[Se:8][C:7]=1[C:17]([O:19]CC)=[O:18])[CH3:3].[OH-].[Na+].Cl. (2) The reactants are: C[C:2]1[O:3][C:4](=[O:14])/[C:5](=[CH:7]/[C:8]2[CH:9]=[N:10][CH:11]=[CH:12][CH:13]=2)/[N:6]=1.[CH2:15](N(CC)CC)C.[F:22][B-:23]([F:26])([F:25])[F:24].[H+].C(OC)(C)(C)C.[CH3:34][OH:35]. Given the product [F:22][B-:23]([F:26])([F:25])[F:24].[C:34]([NH:6][C:5]([C:4]([O:3][CH3:2])=[O:14])=[CH:7][C:8]1[CH:9]=[NH+:10][CH:11]=[CH:12][CH:13]=1)(=[O:35])[CH3:15], predict the reactants needed to synthesize it. (3) Given the product [NH:13]([C:10](=[N:11][CH3:12])[N:7]1[CH2:6][CH2:5][NH:4][CH2:9][CH2:8]1)[NH2:14], predict the reactants needed to synthesize it. The reactants are: Cl.C([N:4]1[CH2:9][CH2:8][N:7]([C:10]([NH:13][NH2:14])=[N:11][CH3:12])[CH2:6][CH2:5]1)=O.